From a dataset of Catalyst prediction with 721,799 reactions and 888 catalyst types from USPTO. Predict which catalyst facilitates the given reaction. (1) Reactant: [Br:1][C:2]1[C:7]([F:8])=[C:6]([C:9]2[CH:10]=[N:11][C:12]([C:15]([F:18])([F:17])[F:16])=[N:13][CH:14]=2)[CH:5]=[C:4]([CH3:19])[N:3]=1.C(Cl)(Cl)(Cl)Cl.C1C(=O)N([Br:32])C(=O)C1. Product: [Br:1][C:2]1[C:7]([F:8])=[C:6]([C:9]2[CH:14]=[N:13][C:12]([C:15]([F:17])([F:18])[F:16])=[N:11][CH:10]=2)[CH:5]=[C:4]([CH2:19][Br:32])[N:3]=1. The catalyst class is: 13. (2) Reactant: [C:1]([O:5][C:6]([NH:8][CH:9]([CH2:13][C:14]1[N:15]=[CH:16][NH:17][CH:18]=1)[C:10]([OH:12])=[O:11])=[O:7])([CH3:4])([CH3:3])[CH3:2].[CH2:19](Br)[C:20]1[CH:25]=[CH:24][CH:23]=[CH:22][CH:21]=1.C(=O)([O-])[O-].[K+].[K+]. Product: [CH2:19]([O:11][C:10](=[O:12])[CH:9]([NH:8][C:6]([O:5][C:1]([CH3:4])([CH3:2])[CH3:3])=[O:7])[CH2:13][C:14]1[N:15]=[CH:16][N:17]([CH2:19][C:20]2[CH:25]=[CH:24][CH:23]=[CH:22][CH:21]=2)[CH:18]=1)[C:20]1[CH:25]=[CH:24][CH:23]=[CH:22][CH:21]=1. The catalyst class is: 3. (3) Reactant: C(O)(C(F)(F)F)=O.C(OC([NH:15][CH2:16][C:17]1[CH:18]=[C:19]([C:23]2[CH:28]=[CH:27][CH:26]=[C:25]([C:29]#[C:30][C:31]3[CH:36]=[CH:35][CH:34]=[CH:33][C:32]=3[CH2:37][C:38]([O:40]C)=[O:39])[CH:24]=2)[CH:20]=[CH:21][CH:22]=1)=O)(C)(C)C.[Li+].[OH-]. Product: [NH2:15][CH2:16][C:17]1[CH:18]=[C:19]([C:23]2[CH:28]=[CH:27][CH:26]=[C:25]([C:29]#[C:30][C:31]3[CH:36]=[CH:35][CH:34]=[CH:33][C:32]=3[CH2:37][C:38]([OH:40])=[O:39])[CH:24]=2)[CH:20]=[CH:21][CH:22]=1. The catalyst class is: 2. (4) Reactant: [CH2:1]([N:8]1[CH2:13][CH2:12][CH:11]([NH:14][CH2:15][C:16]2[CH:21]=[CH:20][C:19]([Br:22])=[CH:18][CH:17]=2)[CH2:10][CH2:9]1)[C:2]1[CH:7]=[CH:6][CH:5]=[CH:4][CH:3]=1.C(N(CC)CC)C.[C:30](O[C:30]([O:32][C:33]([CH3:36])([CH3:35])[CH3:34])=[O:31])([O:32][C:33]([CH3:36])([CH3:35])[CH3:34])=[O:31]. Product: [C:33]([O:32][C:30](=[O:31])[N:14]([CH:11]1[CH2:12][CH2:13][N:8]([CH2:1][C:2]2[CH:3]=[CH:4][CH:5]=[CH:6][CH:7]=2)[CH2:9][CH2:10]1)[CH2:15][C:16]1[CH:21]=[CH:20][C:19]([Br:22])=[CH:18][CH:17]=1)([CH3:36])([CH3:35])[CH3:34]. The catalyst class is: 34. (5) Reactant: ClC1C=CC=C(C(OO)=[O:9])C=1.[Cl:12][C:13]1[CH:18]=[C:17]([C:19]2[N:23]=[C:22]([CH3:24])[O:21][N:20]=2)[CH:16]=[CH:15][C:14]=1[C:25]1[C:36](=[O:37])[N:35]([CH2:38][CH3:39])[C:28]2[N:29]=[C:30]([S:33][CH3:34])[N:31]=[CH:32][C:27]=2[CH:26]=1.C([O-])([O-])=O.[K+].[K+]. Product: [Cl:12][C:13]1[CH:18]=[C:17]([C:19]2[N:23]=[C:22]([CH3:24])[O:21][N:20]=2)[CH:16]=[CH:15][C:14]=1[C:25]1[C:36](=[O:37])[N:35]([CH2:38][CH3:39])[C:28]2[N:29]=[C:30]([S:33]([CH3:34])=[O:9])[N:31]=[CH:32][C:27]=2[CH:26]=1. The catalyst class is: 2. (6) Reactant: [OH:1][C:2]1[CH:3]=[C:4]([N:8]2[C:17](=[O:18])[C:16]3[C:11](=[CH:12][CH:13]=[CH:14][C:15]=3[CH3:19])[N:10]=[C:9]2[CH:20]([NH:22][C:23]2[N:31]=[CH:30][N:29]=[C:28]3[C:24]=2[N:25]=[CH:26][N:27]3[CH2:32][O:33][CH2:34][CH2:35][Si:36]([CH3:39])([CH3:38])[CH3:37])[CH3:21])[CH:5]=[CH:6][CH:7]=1.[C:40](=O)([O-])[O-].[K+].[K+].CI. Product: [CH3:40][O:1][C:2]1[CH:3]=[C:4]([N:8]2[C:17](=[O:18])[C:16]3[C:11](=[CH:12][CH:13]=[CH:14][C:15]=3[CH3:19])[N:10]=[C:9]2[CH:20]([NH:22][C:23]2[N:31]=[CH:30][N:29]=[C:28]3[C:24]=2[N:25]=[CH:26][N:27]3[CH2:32][O:33][CH2:34][CH2:35][Si:36]([CH3:37])([CH3:39])[CH3:38])[CH3:21])[CH:5]=[CH:6][CH:7]=1. The catalyst class is: 3. (7) The catalyst class is: 8. Reactant: [CH2:1]([O:3][C:4](=[O:12])[CH:5](Cl)[C:6](=O)[CH:7]([CH3:9])[CH3:8])[CH3:2].[NH2:13][C:14]([NH2:16])=[S:15]. Product: [CH2:1]([O:3][C:4]([C:5]1[N:13]=[C:14]([NH2:16])[S:15][C:6]=1[CH:7]([CH3:9])[CH3:8])=[O:12])[CH3:2]. (8) Reactant: [CH2:1]([O:5][C:6]1[CH:11]=[CH:10][C:9]([F:12])=[CH:8][C:7]=1[CH2:13][CH:14]([N:17]=C(C1C=CC=CC=1)C1C=CC=CC=1)[C:15]#[N:16])[CH2:2][CH:3]=[CH2:4].Cl. Product: [NH2:17][CH:14]([CH2:13][C:7]1[CH:8]=[C:9]([F:12])[CH:10]=[CH:11][C:6]=1[O:5][CH2:1][CH2:2][CH:3]=[CH2:4])[C:15]#[N:16]. The catalyst class is: 20. (9) Reactant: C([NH:4][C:5]([CH2:16][C:17]1[CH:22]=[C:21]([C:23]([F:26])([F:25])[F:24])[C:20]([NH2:27])=[C:19]([Cl:28])[CH:18]=1)(C(OCC)=O)[C:6]([O:8]CC)=[O:7])(=O)C.Cl. Product: [ClH:28].[NH2:4][CH:5]([CH2:16][C:17]1[CH:22]=[C:21]([C:23]([F:25])([F:26])[F:24])[C:20]([NH2:27])=[C:19]([Cl:28])[CH:18]=1)[C:6]([OH:8])=[O:7]. The catalyst class is: 313.